Predict the reaction yield, written as a fraction of the theoretical maximum amount of product (1.0 means a 100% yield; for example, 0.34 means a 34% yield). From a dataset of Reaction yield outcomes from USPTO patents with 853,638 reactions. (1) The reactants are C(N1C(=O)C(COS(C)(=O)=O)=CC(C2C=CC(C(F)(F)F)=CC=2)=N1)C(C)C.[C:28]1([C:49]2[CH:54]=[CH:53][CH:52]=[CH:51][CH:50]=2)[CH:33]=[CH:32][C:31]([C:34]2[CH:35]=[C:36]([C:45]([O:47]C)=[O:46])[C:37](=[O:44])[N:38]([CH2:40][CH:41]([CH3:43])[CH3:42])[N:39]=2)=[CH:30][CH:29]=1. No catalyst specified. The product is [C:28]1([C:49]2[CH:50]=[CH:51][CH:52]=[CH:53][CH:54]=2)[CH:29]=[CH:30][C:31]([C:34]2[CH:35]=[C:36]([C:45]([OH:47])=[O:46])[C:37](=[O:44])[N:38]([CH2:40][CH:41]([CH3:43])[CH3:42])[N:39]=2)=[CH:32][CH:33]=1. The yield is 0.792. (2) The reactants are [CH3:1][O:2][C:3]1[CH:12]=[CH:11][C:10]2[O:9][C@@:8]3([CH3:17])[CH2:13][CH2:14][CH2:15][O:16][C@@H:7]3[C:6](=O)[C:5]=2[CH:4]=1.[CH2:19]1COCC1.[C@H](O)(C([O-])=O)[C@@H](O)C([O-])=O.[Na+].[K+]. The catalyst is [CH3-].C[Al+]C.[CH-]1C=CC=C1.[CH-]1C=CC=C1.[Cl-].[Ti+3].C(Cl)Cl. The product is [CH3:1][O:2][C:3]1[CH:12]=[CH:11][C:10]2[O:9][C@@:8]3([CH3:17])[CH2:13][CH2:14][CH2:15][O:16][C@@H:7]3[C:6](=[CH2:19])[C:5]=2[CH:4]=1. The yield is 0.630. (3) The reactants are [NH2:1][C:2]1[N:6]([C:7]2[CH:12]=[CH:11][CH:10]=[CH:9][CH:8]=2)[N:5]=[C:4]([C:13]([OH:15])=O)[C:3]=1[CH3:16].C[CH2:18][N:19](C(C)C)C(C)C.Cl.CN.CN(C(ON1N=NC2C=CC=NC1=2)=[N+](C)C)C.F[P-](F)(F)(F)(F)F. The catalyst is C(#N)C.CN(C=O)C. The product is [NH2:1][C:2]1[N:6]([C:7]2[CH:8]=[CH:9][CH:10]=[CH:11][CH:12]=2)[N:5]=[C:4]([C:13]([NH:19][CH3:18])=[O:15])[C:3]=1[CH3:16]. The yield is 0.770. (4) The reactants are [NH:1]1[CH2:6][CH2:5][O:4][CH2:3][CH2:2]1.F[C:8]1[CH:13]=[CH:12][CH:11]=[C:10]([N+:14]([O-:16])=[O:15])[CH:9]=1.O. The catalyst is CS(C)=O. The product is [N+:14]([C:10]1[CH:9]=[C:8]([N:1]2[CH2:6][CH2:5][O:4][CH2:3][CH2:2]2)[CH:13]=[CH:12][CH:11]=1)([O-:16])=[O:15]. The yield is 0.790. (5) The reactants are [CH3:1][N:2]1[CH:6]=[C:5]([C:7]2[CH:8]=[C:9]3[C:14](=[CH:15][CH:16]=2)[N:13]([C:17]2[C:21]4[CH2:22][N:23](C(OC(C)(C)C)=O)[CH2:24][CH2:25][C:20]=4[N:19]([C@H:33]4[CH2:37][CH2:36][O:35][CH2:34]4)[N:18]=2)[CH2:12][CH2:11][CH2:10]3)[CH:4]=[N:3]1.FC(F)(F)C(O)=O.C([O-])(O)=O.[Na+]. The catalyst is C(Cl)Cl. The product is [CH3:1][N:2]1[CH:6]=[C:5]([C:7]2[CH:8]=[C:9]3[C:14](=[CH:15][CH:16]=2)[N:13]([C:17]2[C:21]4[CH2:22][NH:23][CH2:24][CH2:25][C:20]=4[N:19]([C@H:33]4[CH2:37][CH2:36][O:35][CH2:34]4)[N:18]=2)[CH2:12][CH2:11][CH2:10]3)[CH:4]=[N:3]1. The yield is 0.590. (6) The reactants are [N:1]1[CH:6]=[CH:5][N:4]=[CH:3][C:2]=1[NH:7][C:8]([N:10]1[CH2:13][CH:12]([O:14][C:15]2[CH:20]=[CH:19][C:18](Br)=[CH:17][N:16]=2)[CH2:11]1)=[O:9].[F:22][C:23]1[CH:28]=[CH:27][CH:26]=[CH:25][C:24]=1B(O)O.C(=O)([O-])[O-].[K+].[K+].C(Cl)Cl. The catalyst is C(OCC)(=O)C.C1COCC1.O. The product is [N:1]1[CH:6]=[CH:5][N:4]=[CH:3][C:2]=1[NH:7][C:8]([N:10]1[CH2:13][CH:12]([O:14][C:15]2[CH:20]=[CH:19][C:18]([C:24]3[CH:25]=[CH:26][CH:27]=[CH:28][C:23]=3[F:22])=[CH:17][N:16]=2)[CH2:11]1)=[O:9]. The yield is 0.640.